Task: Predict the product of the given reaction.. Dataset: Forward reaction prediction with 1.9M reactions from USPTO patents (1976-2016) (1) Given the reactants [CH3:1][N:2]([CH2:4][CH:5]1[C:10]([OH:19])([C:11]2[CH:16]=[C:15]([O:17][CH3:18])[CH:14]=[CH:13][CH:12]=2)[CH2:9][CH2:8][CH2:7][CH2:6]1)[CH3:3].C([O-])(=O)C1C(=CC=CC=1)O.O.[OH-].[K+].C(Cl)[Cl:34], predict the reaction product. The product is: [CH3:3][N:2]([CH2:4][CH:5]1[C:10]([OH:19])([C:11]2[CH:16]=[C:15]([O:17][CH3:18])[CH:14]=[CH:13][CH:12]=2)[CH2:9][CH2:8][CH2:7][CH2:6]1)[CH3:1].[ClH:34]. (2) The product is: [N:1]1[CH:6]=[CH:5][C:4]([CH2:7][CH2:8][CH2:9][NH2:10])=[CH:3][CH:2]=1. Given the reactants [N:1]1[CH:6]=[CH:5][C:4]([CH2:7][CH2:8][CH2:9][N:10]2C(=O)C3C(=CC=CC=3)C2=O)=[CH:3][CH:2]=1.O.NN, predict the reaction product.